Dataset: Catalyst prediction with 721,799 reactions and 888 catalyst types from USPTO. Task: Predict which catalyst facilitates the given reaction. (1) Reactant: [N+:1]([C:4]1[CH:5]=[C:6]2[C:10](=[CH:11][CH:12]=1)[CH2:9][NH:8][CH2:7]2)([O-:3])=[O:2].CC(O)=O.[C:17]([Si:21]([CH3:27])([CH3:26])[O:22][CH2:23][CH:24]=O)([CH3:20])([CH3:19])[CH3:18].[BH3-]C#N.[Na+]. Product: [Si:21]([O:22][CH2:23][CH2:24][N:8]1[CH2:7][C:6]2[C:10](=[CH:11][CH:12]=[C:4]([N+:1]([O-:3])=[O:2])[CH:5]=2)[CH2:9]1)([C:17]([CH3:20])([CH3:19])[CH3:18])([CH3:27])[CH3:26]. The catalyst class is: 5. (2) Reactant: [C:1]([C:5]1[CH:10]=[CH:9][C:8]([C:11]2[S:12][CH:13]=[C:14]([CH:20]=[O:21])[C:15]=2[O:16]COC)=[CH:7][CH:6]=1)([CH3:4])([CH3:3])[CH3:2].Cl.O. Product: [C:1]([C:5]1[CH:6]=[CH:7][C:8]([C:11]2[S:12][CH:13]=[C:14]([CH:20]=[O:21])[C:15]=2[OH:16])=[CH:9][CH:10]=1)([CH3:4])([CH3:2])[CH3:3]. The catalyst class is: 12.